From a dataset of Peptide-MHC class I binding affinity with 185,985 pairs from IEDB/IMGT. Regression. Given a peptide amino acid sequence and an MHC pseudo amino acid sequence, predict their binding affinity value. This is MHC class I binding data. The peptide sequence is MVRVLTVIKEY. The MHC is HLA-A11:01 with pseudo-sequence HLA-A11:01. The binding affinity (normalized) is 0.378.